From a dataset of Reaction yield outcomes from USPTO patents with 853,638 reactions. Predict the reaction yield, written as a fraction of the theoretical maximum amount of product (1.0 means a 100% yield; for example, 0.34 means a 34% yield). (1) The reactants are [F:1][C:2]1[C:7]([NH2:8])=[CH:6][CH:5]=[C:4]([F:9])[C:3]=1[NH:10][C:11]1[C:16]([C:17]2[N:25]=[CH:24][N:23]=[C:22]3[C:18]=2[N:19]=[CH:20][N:21]3[CH:26]2[CH2:31][CH2:30][CH2:29][CH2:28][O:27]2)=[CH:15][CH:14]=[CH:13][N:12]=1.[O:32]1[CH:36]=[CH:35][CH:34]=[C:33]1[S:37](Cl)(=[O:39])=[O:38].N1C=CC=CC=1. The catalyst is ClCCl. The product is [F:1][C:2]1[C:3]([NH:10][C:11]2[C:16]([C:17]3[N:25]=[CH:24][N:23]=[C:22]4[C:18]=3[N:19]=[CH:20][N:21]4[CH:26]3[CH2:31][CH2:30][CH2:29][CH2:28][O:27]3)=[CH:15][CH:14]=[CH:13][N:12]=2)=[C:4]([F:9])[CH:5]=[CH:6][C:7]=1[NH:8][S:37]([C:33]1[O:32][CH:36]=[CH:35][CH:34]=1)(=[O:39])=[O:38]. The yield is 0.940. (2) The reactants are [N:1]1([CH2:5][C:6]2[N:10]([CH3:11])[N:9]=[C:8]([NH2:12])[CH:7]=2)[CH2:4][CH2:3][CH2:2]1.Br[C:14]1[C:15](=[O:22])[N:16]([CH3:21])[N:17]=[C:18]([Cl:20])[CH:19]=1.C1(P(C2C=CC=CC=2)C2C3OC4C(=CC=CC=4P(C4C=CC=CC=4)C4C=CC=CC=4)C(C)(C)C=3C=CC=2)C=CC=CC=1. The catalyst is O1CCOCC1.ClCCl.O.C1C=CC(/C=C/C(/C=C/C2C=CC=CC=2)=O)=CC=1.C1C=CC(/C=C/C(/C=C/C2C=CC=CC=2)=O)=CC=1.C1C=CC(/C=C/C(/C=C/C2C=CC=CC=2)=O)=CC=1.[Pd].[Pd]. The product is [N:1]1([CH2:5][C:6]2[N:10]([CH3:11])[N:9]=[C:8]([NH:12][C:14]3[C:15](=[O:22])[N:16]([CH3:21])[N:17]=[C:18]([Cl:20])[CH:19]=3)[CH:7]=2)[CH2:4][CH2:3][CH2:2]1. The yield is 0.500. (3) The reactants are Cl[CH2:2][CH2:3][O:4][C:5]1[CH:14]=[C:13]2[C:8]([C:9]([O:15][C:16]3[C:17]([C:26](=[O:28])[CH3:27])=[N:18][C:19]4[C:24]([CH:25]=3)=[CH:23][CH:22]=[CH:21][CH:20]=4)=[CH:10][CH:11]=[N:12]2)=[CH:7][C:6]=1[O:29][CH3:30].C(=O)([O-])[O-:32].[K+].[K+].O. The catalyst is CN(C)C=O. The product is [OH:32][CH2:2][CH2:3][O:4][C:5]1[CH:14]=[C:13]2[C:8]([C:9]([O:15][C:16]3[C:17]([C:26](=[O:28])[CH3:27])=[N:18][C:19]4[C:24]([CH:25]=3)=[CH:23][CH:22]=[CH:21][CH:20]=4)=[CH:10][CH:11]=[N:12]2)=[CH:7][C:6]=1[O:29][CH3:30]. The yield is 0.0600. (4) The reactants are [F:1][C:2]([F:13])([F:12])[C:3]1[CH:8]=[CH:7][C:6](B(O)O)=[CH:5][CH:4]=1.Br[C:15]1[S:19][C:18]([S:20]([N:23]2[CH:27]=[CH:26][CH:25]=[CH:24]2)(=[O:22])=[O:21])=[CH:17][CH:16]=1. No catalyst specified. The product is [F:1][C:2]([F:13])([F:12])[C:3]1[CH:8]=[CH:7][C:6]([C:15]2[S:19][C:18]([S:20]([N:23]3[CH:27]=[CH:26][CH:25]=[CH:24]3)(=[O:21])=[O:22])=[CH:17][CH:16]=2)=[CH:5][CH:4]=1. The yield is 0.750. (5) The reactants are Br[C:2]1[CH:3]=[C:4]([NH:8][C:9](=[O:19])[O:10][CH:11]2[CH:16]3[CH2:17][CH2:18][N:13]([CH2:14][CH2:15]3)[CH2:12]2)[CH:5]=[CH:6][CH:7]=1.[CH2:20]([C:22]1[CH:27]=[CH:26][CH:25]=[CH:24][C:23]=1B(O)O)[CH3:21]. No catalyst specified. The product is [CH2:20]([C:22]1[CH:27]=[CH:26][CH:25]=[CH:24][C:23]=1[C:2]1[CH:7]=[CH:6][CH:5]=[C:4]([NH:8][C:9](=[O:19])[O:10][CH:11]2[CH:16]3[CH2:17][CH2:18][N:13]([CH2:14][CH2:15]3)[CH2:12]2)[CH:3]=1)[CH3:21]. The yield is 0.780.